Dataset: Reaction yield outcomes from USPTO patents with 853,638 reactions. Task: Predict the reaction yield, written as a fraction of the theoretical maximum amount of product (1.0 means a 100% yield; for example, 0.34 means a 34% yield). The reactants are [N:1]1[CH:6]=[CH:5][CH:4]=[CH:3][C:2]=1[CH:7]=O.Cl.[NH2:10][OH:11].[OH-].[Na+].Cl. The catalyst is C(O)C.O. The product is [N:1]1[CH:6]=[CH:5][CH:4]=[CH:3][C:2]=1/[CH:7]=[N:10]\[OH:11]. The yield is 0.780.